Dataset: Peptide-MHC class I binding affinity with 185,985 pairs from IEDB/IMGT. Task: Regression. Given a peptide amino acid sequence and an MHC pseudo amino acid sequence, predict their binding affinity value. This is MHC class I binding data. (1) The peptide sequence is YEDQLHRAS. The MHC is HLA-B18:01 with pseudo-sequence HLA-B18:01. The binding affinity (normalized) is 0.414. (2) The peptide sequence is QLDEKSSIK. The MHC is HLA-A68:01 with pseudo-sequence HLA-A68:01. The binding affinity (normalized) is 0.118. (3) The binding affinity (normalized) is 0.258. The MHC is HLA-A03:01 with pseudo-sequence HLA-A03:01. The peptide sequence is QVEQHHRRT.